Predict the product of the given reaction. From a dataset of Forward reaction prediction with 1.9M reactions from USPTO patents (1976-2016). (1) Given the reactants [NH2:1][C:2]1[CH:7]=[CH:6][C:5]([N:8]2[C:12]([CH2:13][CH2:14][CH3:15])=[C:11]([C:16]([NH:18][CH:19]3[CH2:21][CH2:20]3)=[O:17])[N:10]=[N:9]2)=[CH:4][CH:3]=1.[C:22](Cl)(=[O:29])[C:23]1[CH:28]=[CH:27][CH:26]=[CH:25][CH:24]=1, predict the reaction product. The product is: [C:22]([NH:1][C:2]1[CH:7]=[CH:6][C:5]([N:8]2[C:12]([CH2:13][CH2:14][CH3:15])=[C:11]([C:16]([NH:18][CH:19]3[CH2:20][CH2:21]3)=[O:17])[N:10]=[N:9]2)=[CH:4][CH:3]=1)(=[O:29])[C:23]1[CH:28]=[CH:27][CH:26]=[CH:25][CH:24]=1. (2) The product is: [Cl:1][C:2]1[C:3]([N:13]2[CH2:18][CH2:17][N:16]([C:30]([NH:29][S:26]([C:23]3[CH:24]=[CH:25][C:20]([Cl:19])=[CH:21][CH:22]=3)(=[O:27])=[O:28])=[O:31])[CH2:15][CH2:14]2)=[N:4][CH:5]=[C:6]([CH:12]=1)[C:7]([O:9][CH2:10][CH3:11])=[O:8]. Given the reactants [Cl:1][C:2]1[C:3]([N:13]2[CH2:18][CH2:17][NH:16][CH2:15][CH2:14]2)=[N:4][CH:5]=[C:6]([CH:12]=1)[C:7]([O:9][CH2:10][CH3:11])=[O:8].[Cl:19][C:20]1[CH:25]=[CH:24][C:23]([S:26]([N:29]=[C:30]=[O:31])(=[O:28])=[O:27])=[CH:22][CH:21]=1, predict the reaction product. (3) Given the reactants [O:1]=[C:2]1[C:10]2[C:5](=[CH:6][CH:7]=[CH:8][CH:9]=2)[C:4](=[O:11])[N:3]1[CH2:12][CH2:13][CH2:14][CH2:15]/[CH:16]=[CH:17]/[C:18]1[C:26]2[C:21](=[CH:22][CH:23]=[C:24]([F:27])[CH:25]=2)[N:20]([CH2:28][CH2:29][CH2:30][O:31][C:32]2[C:41]3[C:36](=[CH:37][CH:38]=[CH:39][CH:40]=3)[CH:35]=[CH:34][CH:33]=2)[C:19]=1[C:42]([O:44]CC)=[O:43].[OH-:47].[Na+], predict the reaction product. The product is: [C:2]([C:10]1[CH:9]=[CH:8][CH:7]=[CH:6][C:5]=1[C:4]([NH:3][CH2:12][CH2:13][CH2:14][CH2:15]/[CH:16]=[CH:17]/[C:18]1[C:26]2[C:21](=[CH:22][CH:23]=[C:24]([F:27])[CH:25]=2)[N:20]([CH2:28][CH2:29][CH2:30][O:31][C:32]2[C:41]3[C:36](=[CH:37][CH:38]=[CH:39][CH:40]=3)[CH:35]=[CH:34][CH:33]=2)[C:19]=1[C:42]([OH:44])=[O:43])=[O:11])([OH:47])=[O:1]. (4) Given the reactants [Br:1][C:2]1[CH:3]=[C:4]([CH2:11]O)[CH:5]=[CH:6][C:7]=1[O:8][CH2:9][CH3:10].[BrH:13], predict the reaction product. The product is: [Br:1][C:2]1[CH:3]=[C:4]([CH2:11][Br:13])[CH:5]=[CH:6][C:7]=1[O:8][CH2:9][CH3:10]. (5) Given the reactants [O:1]1[CH:5]=[CH:4][C:3]([C:6]([OH:8])=O)=[CH:2]1.C(N1C=CN=C1)(N1C=CN=C1)=O.[Mg+].[C:22]([O:28][CH2:29][CH3:30])(=[O:27])[CH2:23]C([O-])=O.Cl, predict the reaction product. The product is: [O:1]1[CH:5]=[CH:4][C:3]([C:6](=[O:8])[CH2:23][C:22]([O:28][CH2:29][CH3:30])=[O:27])=[CH:2]1. (6) Given the reactants Br[C:2]1[CH:7]=[CH:6][C:5]([CH2:8][C:9]#[N:10])=[CH:4][CH:3]=1.[F:11][C:12]1[CH:17]=[CH:16][C:15](B(O)O)=[CH:14][CH:13]=1.C(=O)([O-])[O-].[Na+].[Na+], predict the reaction product. The product is: [F:11][C:12]1[CH:17]=[CH:16][C:15]([C:2]2[CH:7]=[CH:6][C:5]([CH2:8][C:9]#[N:10])=[CH:4][CH:3]=2)=[CH:14][CH:13]=1. (7) Given the reactants Br[C:2]1[CH:3]=[C:4]([NH:9][C:10](=[O:15])[C:11]([CH3:14])([CH3:13])[CH3:12])[CH:5]=[CH:6][C:7]=1[F:8].[Li]CCCC.[N:21]1[C:30]2[C:25](=[CH:26][C:27]([CH:31]=[O:32])=[CH:28][CH:29]=2)[N:24]=[CH:23][CH:22]=1, predict the reaction product. The product is: [F:8][C:7]1[CH:6]=[CH:5][C:4]([NH:9][C:10](=[O:15])[C:11]([CH3:14])([CH3:13])[CH3:12])=[CH:3][C:2]=1[CH:31]([OH:32])[C:27]1[CH:26]=[C:25]2[C:30](=[CH:29][CH:28]=1)[N:21]=[CH:22][CH:23]=[N:24]2. (8) Given the reactants Cl[C:2]1[N:12]=[CH:11][C:10]2[C:9](=[O:13])[N:8]3[CH2:14][C@H:15]([C:18]([O:20][CH3:21])=[O:19])[CH2:16][CH2:17][C@H:7]3[CH2:6][CH2:5][C:4]=2[CH:3]=1.[N-:22]=[N+:23]=[N-:24].[Na+], predict the reaction product. The product is: [N:22]([C:2]1[N:12]=[CH:11][C:10]2[C:9](=[O:13])[N:8]3[CH2:14][C@H:15]([C:18]([O:20][CH3:21])=[O:19])[CH2:16][CH2:17][C@H:7]3[CH2:6][CH2:5][C:4]=2[CH:3]=1)=[N+:23]=[N-:24]. (9) Given the reactants [F:1][C:2]1[CH:8]=[C:7]([I:9])[CH:6]=[CH:5][C:3]=1[NH2:4].C(N(CC)CC)C.C1N=C[N:19]([C:22](N2C=NC=C2)=[O:23])C=1.N, predict the reaction product. The product is: [F:1][C:2]1[CH:8]=[C:7]([I:9])[CH:6]=[CH:5][C:3]=1[NH:4][C:22]([NH2:19])=[O:23]. (10) Given the reactants [OH:1][C:2]1[CH:10]=[CH:9][C:5]([C:6]([NH2:8])=[O:7])=[CH:4][CH:3]=1.O[CH:12]1[CH2:17][CH2:16][N:15]([C:18]([O:20][C:21]([CH3:24])([CH3:23])[CH3:22])=[O:19])[CH2:14][CH2:13]1.C1(P(C2C=CC=CC=2)C2C=CC=CC=2)C=CC=CC=1.N(C(OCC)=O)=NC([O-])=O, predict the reaction product. The product is: [NH2:8][C:6]([C:5]1[CH:9]=[CH:10][C:2]([O:1][CH:12]2[CH2:17][CH2:16][N:15]([C:18]([O:20][C:21]([CH3:24])([CH3:23])[CH3:22])=[O:19])[CH2:14][CH2:13]2)=[CH:3][CH:4]=1)=[O:7].